Dataset: Forward reaction prediction with 1.9M reactions from USPTO patents (1976-2016). Task: Predict the product of the given reaction. (1) Given the reactants [C:1]([N:8]1[CH:12]=[CH:11]N=C1)(N1C=CN=C1)=[O:2].[S:13]1[CH:17]=[C:16](C(O)=O)[CH:15]=[C:14]1[C:21]([OH:23])=O.[CH2:24]([NH2:34])[C:25]1[CH:33]=[CH:32][C:31]2[O:30][CH2:29][O:28][C:27]=2[CH:26]=1, predict the reaction product. The product is: [O:30]1[C:31]2[CH:32]=[CH:33][C:25]([CH2:24][NH:34][C:21]([C:14]3[S:13][CH:17]=[C:16]([C:1]([NH:8][CH2:12][C:11]4[CH:25]=[CH:26][C:27]5[O:28][CH2:29][O:30][C:31]=5[CH:32]=4)=[O:2])[CH:15]=3)=[O:23])=[CH:26][C:27]=2[O:28][CH2:29]1. (2) The product is: [C:11]([O:10][C:9]([NH:8][C:5]1[C:4]([C:16]([OH:18])=[O:17])=[CH:3][C:2]([F:1])=[N:7][CH:6]=1)=[O:15])([CH3:12])([CH3:14])[CH3:13]. Given the reactants [F:1][C:2]1[N:7]=[CH:6][C:5]([NH:8][C:9](=[O:15])[O:10][C:11]([CH3:14])([CH3:13])[CH3:12])=[CH:4][CH:3]=1.[C:16](=[O:18])=[O:17], predict the reaction product. (3) Given the reactants [CH:1]1([CH2:6][C@H:7]([NH:29][C:30]([C:32]2[O:33][C:34](Br)=[CH:35][CH:36]=2)=[O:31])[C:8](=[O:28])[NH:9][C@H:10]2[CH2:16][CH2:15][C@@H:14]([CH3:17])[N:13]([S:18]([C:21]3[CH:26]=[CH:25][CH:24]=[CH:23][N:22]=3)(=[O:20])=[O:19])[CH2:12][C:11]2=[O:27])[CH2:5][CH2:4][CH2:3][CH2:2]1.[Cl:38][C:39]1[CH:44]=[CH:43][CH:42]=[CH:41][C:40]=1B(O)O.C(=O)([O-])[O-].[K+].[K+].CC(OI1(OC(C)=O)(OC(C)=O)OC(=O)C2C=CC=CC1=2)=O, predict the reaction product. The product is: [CH:1]1([CH2:6][C@H:7]([NH:29][C:30]([C:32]2[O:33][C:34]([C:40]3[CH:41]=[CH:42][CH:43]=[CH:44][C:39]=3[Cl:38])=[CH:35][CH:36]=2)=[O:31])[C:8](=[O:28])[NH:9][C@H:10]2[CH2:16][CH2:15][C@@H:14]([CH3:17])[N:13]([S:18]([C:21]3[CH:26]=[CH:25][CH:24]=[CH:23][N:22]=3)(=[O:20])=[O:19])[CH2:12][C:11]2=[O:27])[CH2:5][CH2:4][CH2:3][CH2:2]1. (4) Given the reactants [CH2:1]([C:4]1([S:7]([O-:10])(=O)=[O:8])[CH2:6][CH2:5]1)[CH:2]=[CH2:3].[K+].S(Cl)([Cl:14])=O, predict the reaction product. The product is: [CH2:1]([C:4]1([S:7]([Cl:14])(=[O:10])=[O:8])[CH2:6][CH2:5]1)[CH:2]=[CH2:3]. (5) Given the reactants [C:1]1([C:11]23[CH2:16][CH:15]2[C:14](=O)[CH2:13][CH2:12]3)[C:10]2[C:5](=[CH:6][CH:7]=[CH:8][CH:9]=2)[CH:4]=[CH:3][CH:2]=1.[CH3:18][NH:19][CH3:20].C(O[BH-](OC(=O)C)OC(=O)C)(=O)C.[Na+].[Cl:35]C(Cl)C, predict the reaction product. The product is: [ClH:35].[CH3:18][N:19]([CH3:20])[CH:14]1[CH2:13][CH2:12][C:11]2([C:1]3[C:10]4[C:5](=[CH:6][CH:7]=[CH:8][CH:9]=4)[CH:4]=[CH:3][CH:2]=3)[CH:15]1[CH2:16]2.[ClH:35].